This data is from Full USPTO retrosynthesis dataset with 1.9M reactions from patents (1976-2016). The task is: Predict the reactants needed to synthesize the given product. (1) Given the product [CH3:1][S:2]([O:5][C:6]1[C:14]([O:15][CH3:16])=[CH:13][C:12]([C:17]2[N:18]([C:28]([O:30][C:31]([CH3:33])([CH3:32])[CH3:34])=[O:29])[C:19]3[C:24]([CH:25]=2)=[C:23]([CH2:26][NH:40][CH2:39][CH2:38][O:37][CH3:36])[CH:22]=[CH:21][CH:20]=3)=[C:11]2[C:7]=1[CH2:8][NH:9][C:10]2=[O:35])(=[O:3])=[O:4], predict the reactants needed to synthesize it. The reactants are: [CH3:1][S:2]([O:5][C:6]1[C:14]([O:15][CH3:16])=[CH:13][C:12]([C:17]2[N:18]([C:28]([O:30][C:31]([CH3:34])([CH3:33])[CH3:32])=[O:29])[C:19]3[C:24]([CH:25]=2)=[C:23]([CH:26]=O)[CH:22]=[CH:21][CH:20]=3)=[C:11]2[C:7]=1[CH2:8][NH:9][C:10]2=[O:35])(=[O:4])=[O:3].[CH3:36][O:37][CH2:38][CH2:39][NH2:40].C(O)(=O)C.C(O[BH-](OC(=O)C)OC(=O)C)(=O)C.[Na+]. (2) Given the product [CH3:11][O:13][C:14]1[CH:15]=[C:16]([C:17]2[O:18][CH:10]=[C:8]([CH2:2][C:3]([O:5][CH2:6][CH3:7])=[O:4])[N:19]=2)[CH:20]=[CH:21][C:22]=1[O:23][CH3:24], predict the reactants needed to synthesize it. The reactants are: Cl[CH:2]([C:8]([CH3:10])=O)[C:3]([O:5][CH2:6][CH3:7])=[O:4].[CH2:11]([O:13][C:14]1[CH:15]=[C:16]([CH:20]=[CH:21][C:22]=1[O:23][CH2:24]C)[C:17]([NH2:19])=[O:18])C. (3) Given the product [C:15]([N:11]1[CH2:10][C@@H:9]2[C@@H:13]([CH2:14][C@H:8]2[C:5]2[CH:4]=[CH:3][C:2]([NH:1][S:28]([C:25]3[CH:24]=[CH:23][C:22]([O:21][C:20]([F:19])([F:32])[F:33])=[CH:27][CH:26]=3)(=[O:30])=[O:29])=[CH:7][CH:6]=2)[CH2:12]1)(=[O:18])[CH2:16][CH3:17], predict the reactants needed to synthesize it. The reactants are: [NH2:1][C:2]1[CH:7]=[CH:6][C:5]([C@@H:8]2[CH2:14][C@@H:13]3[C@H:9]2[CH2:10][N:11]([C:15](=[O:18])[CH2:16][CH3:17])[CH2:12]3)=[CH:4][CH:3]=1.[F:19][C:20]([F:33])([F:32])[O:21][C:22]1[CH:27]=[CH:26][C:25]([S:28](Cl)(=[O:30])=[O:29])=[CH:24][CH:23]=1.